This data is from CYP2C19 inhibition data for predicting drug metabolism from PubChem BioAssay. The task is: Regression/Classification. Given a drug SMILES string, predict its absorption, distribution, metabolism, or excretion properties. Task type varies by dataset: regression for continuous measurements (e.g., permeability, clearance, half-life) or binary classification for categorical outcomes (e.g., BBB penetration, CYP inhibition). Dataset: cyp2c19_veith. (1) The molecule is C[C@H]1CCCC2(CC[N+](C)(CCC[N+](C)(C)C)CC2)C1. The result is 0 (non-inhibitor). (2) The compound is O=C(CCC(=O)OCc1ccc(C(=O)Oc2ccccc2)cc1)Nc1cccc2ccccc12. The result is 1 (inhibitor). (3) The molecule is CCCCCCCCCCCCCCSCC(=O)O. The result is 0 (non-inhibitor). (4) The drug is O=C(NCc1ccccn1)c1cccc([N+](=O)[O-])c1. The result is 0 (non-inhibitor). (5) The compound is CN(C)c1ccc(-c2cncnc2NCc2ccccc2)cc1. The result is 1 (inhibitor). (6) The drug is O=c1c(-c2cccs2)nc2cncnc2n1-c1ccccc1. The result is 1 (inhibitor). (7) The compound is NC(=O)c1cc(N2CC2)c([N+](=O)[O-])cc1[N+](=O)[O-]. The result is 0 (non-inhibitor).